This data is from Full USPTO retrosynthesis dataset with 1.9M reactions from patents (1976-2016). The task is: Predict the reactants needed to synthesize the given product. (1) Given the product [C:1]([O:5][C:6](=[O:7])[NH:8][CH:9]([C:10](=[O:12])[NH:31][C:27]([CH3:30])([CH3:29])[CH3:28])[C:13]1[CH:18]=[CH:17][CH:16]=[C:15]([Cl:19])[CH:14]=1)([CH3:2])([CH3:3])[CH3:4], predict the reactants needed to synthesize it. The reactants are: [C:1]([O:5][C:6]([NH:8][CH:9]([C:13]1[CH:18]=[CH:17][CH:16]=[C:15]([Cl:19])[CH:14]=1)[C:10]([OH:12])=O)=[O:7])([CH3:4])([CH3:3])[CH3:2].CN1CCOCC1.[C:27]([NH2:31])([CH3:30])([CH3:29])[CH3:28]. (2) Given the product [Br:1][C:2]1[CH:7]=[CH:6][C:5]([N:8]2[CH2:13][CH2:12][N:11]([C:14](=[O:21])[CH2:15][C:16]([OH:18])=[O:17])[CH2:10][CH2:9]2)=[C:4]([C:22]([CH3:25])([CH3:24])[CH3:23])[CH:3]=1, predict the reactants needed to synthesize it. The reactants are: [Br:1][C:2]1[CH:7]=[CH:6][C:5]([N:8]2[CH2:13][CH2:12][N:11]([C:14](=[O:21])[CH2:15][C:16]([O:18]CC)=[O:17])[CH2:10][CH2:9]2)=[C:4]([C:22]([CH3:25])([CH3:24])[CH3:23])[CH:3]=1.[OH-].[Li+].Cl. (3) Given the product [Cl:14][C:15]1[CH:22]=[C:21]([O:1][CH2:2][CH2:3][N:4]([CH3:5])[C:6]2[CH:11]=[CH:10][CH:9]=[CH:8][N:7]=2)[CH:20]=[CH:19][C:16]=1[CH:17]=[O:18], predict the reactants needed to synthesize it. The reactants are: [OH:1][CH2:2][CH2:3][N:4]([C:6]1[CH:11]=[CH:10][CH:9]=[CH:8][N:7]=1)[CH3:5].[H-].[Na+].[Cl:14][C:15]1[CH:22]=[C:21](F)[CH:20]=[CH:19][C:16]=1[CH:17]=[O:18]. (4) Given the product [NH2:2][CH2:1][CH2:3][C@H:4]([N:6]1[CH2:11][CH2:10][CH:9]([N:12]([CH2:13][C:14]2[CH:15]=[N:16][CH:17]=[CH:18][C:19]=2[CH3:20])[C:22]2[CH:23]=[N:24][C:25]([C:28]([F:31])([F:30])[F:29])=[CH:26][CH:27]=2)[CH2:8][CH2:7]1)[CH3:5], predict the reactants needed to synthesize it. The reactants are: [C:1]([CH2:3][C@H:4]([N:6]1[CH2:11][CH2:10][CH:9]([N:12]([C:22]2[CH:23]=[N:24][C:25]([C:28]([F:31])([F:30])[F:29])=[CH:26][CH:27]=2)[C:13](=O)[C:14]2[C:19]([CH3:20])=[CH:18][CH:17]=[N:16][CH:15]=2)[CH2:8][CH2:7]1)[CH3:5])#[N:2].B.C1COCC1. (5) Given the product [C:24]([C:26](=[CH:22][C:19]1[CH:20]=[C:21]2[C:16](=[CH:17][CH:18]=1)[NH:15][N:14]=[C:13]2[C:5]1[CH:4]=[C:3]([O:2][CH3:1])[C:8]([O:9][CH3:10])=[C:7]([O:11][CH3:12])[CH:6]=1)[C:27]([N:29]([CH3:31])[CH3:30])=[O:28])#[N:25], predict the reactants needed to synthesize it. The reactants are: [CH3:1][O:2][C:3]1[CH:4]=[C:5]([C:13]2[C:21]3[C:16](=[CH:17][CH:18]=[C:19]([CH:22]=O)[CH:20]=3)[NH:15][N:14]=2)[CH:6]=[C:7]([O:11][CH3:12])[C:8]=1[O:9][CH3:10].[C:24]([CH2:26][C:27]([NH:29][CH3:30])=[O:28])#[N:25].[CH2:31]1CCN2C(=NCCC2)CC1. (6) Given the product [Cl:29][C:30]1[CH:35]=[C:34]([Cl:36])[CH:33]=[CH:32][C:31]=1[S:37]([NH:20][CH2:19][CH2:18][CH2:17][N:8]1[C:9]2[CH:16]=[CH:15][CH:14]=[CH:13][C:10]=2[CH2:11][CH2:12][C:6]2[CH:5]=[CH:4][C:3]([Cl:2])=[CH:21][C:7]1=2)(=[O:39])=[O:38], predict the reactants needed to synthesize it. The reactants are: Cl.[Cl:2][C:3]1[CH:4]=[CH:5][C:6]2[CH2:12][CH2:11][C:10]3[CH:13]=[CH:14][CH:15]=[CH:16][C:9]=3[N:8]([CH2:17][CH2:18][CH2:19][NH2:20])[C:7]=2[CH:21]=1.CCN(CC)CC.[Cl:29][C:30]1[CH:35]=[C:34]([Cl:36])[CH:33]=[CH:32][C:31]=1[S:37](Cl)(=[O:39])=[O:38]. (7) Given the product [NH2:21][C:22]1[CH:29]=[C:28]([NH:30][C:2]2[N:3]=[C:4]([N:12]3[CH2:16][CH2:15][C@H:14]([NH:17][C:18](=[O:20])[CH3:19])[CH2:13]3)[C:5]3[N:11]=[CH:10][CH:9]=[CH:8][C:6]=3[N:7]=2)[CH:27]=[C:24]([C:25]#[N:26])[CH:23]=1, predict the reactants needed to synthesize it. The reactants are: Cl[C:2]1[N:3]=[C:4]([N:12]2[CH2:16][CH2:15][C@H:14]([NH:17][C:18](=[O:20])[CH3:19])[CH2:13]2)[C:5]2[N:11]=[CH:10][CH:9]=[CH:8][C:6]=2[N:7]=1.[NH2:21][C:22]1[CH:23]=[C:24]([CH:27]=[C:28]([NH2:30])[CH:29]=1)[C:25]#[N:26]. (8) The reactants are: [CH3:1][O:2][C:3](=[O:31])[C:4]1[CH:9]=[CH:8][C:7]([CH2:10][N:11]2[CH:15]=[C:14]([C:16]3[CH:21]=[CH:20][C:19]([Cl:22])=[CH:18][C:17]=3[Cl:23])[N:13]=[C:12]2[C:24]2[CH:29]=[CH:28][C:27](Br)=[CH:26][CH:25]=2)=[CH:6][CH:5]=1.[OH:32][C:33]1[CH:38]=[CH:37][C:36](B(O)O)=[CH:35][CH:34]=1. Given the product [CH3:1][O:2][C:3](=[O:31])[C:4]1[CH:9]=[CH:8][C:7]([CH2:10][N:11]2[CH:15]=[C:14]([C:16]3[CH:21]=[CH:20][C:19]([Cl:22])=[CH:18][C:17]=3[Cl:23])[N:13]=[C:12]2[C:24]2[CH:29]=[CH:28][C:27]([C:36]3[CH:37]=[CH:38][C:33]([OH:32])=[CH:34][CH:35]=3)=[CH:26][CH:25]=2)=[CH:6][CH:5]=1, predict the reactants needed to synthesize it.